This data is from Catalyst prediction with 721,799 reactions and 888 catalyst types from USPTO. The task is: Predict which catalyst facilitates the given reaction. (1) Reactant: [Br:1][C:2]1[CH:7]=[C:6]([F:8])[C:5]([Br:9])=[CH:4][C:3]=1[F:10].[N+:11]([O-])([OH:13])=[O:12]. Product: [Br:1][C:2]1[C:3]([F:10])=[CH:4][C:5]([Br:9])=[C:6]([F:8])[C:7]=1[N+:11]([O-:13])=[O:12]. The catalyst class is: 65. (2) The catalyst class is: 25. Product: [CH2:1]([N:8]1[CH2:9][CH:10]([C:16]2[CH:21]=[CH:20][C:19]([Cl:22])=[C:18]([F:23])[CH:17]=2)[CH:11]([NH2:13])[CH2:12]1)[C:2]1[CH:3]=[CH:4][CH:5]=[CH:6][CH:7]=1. Reactant: [CH2:1]([N:8]1[CH2:12][CH:11]([N+:13]([O-])=O)[CH:10]([C:16]2[CH:21]=[CH:20][C:19]([Cl:22])=[C:18]([F:23])[CH:17]=2)[CH2:9]1)[C:2]1[CH:7]=[CH:6][CH:5]=[CH:4][CH:3]=1.O.O.Cl[Sn]Cl.C([O-])(O)=O.[Na+]. (3) Reactant: [C:1](=[NH:4])([NH2:3])[CH3:2].Cl.[O-]CC.[Na+].Br/[C:11](=[C:15](/[Br:18])\[CH:16]=O)/[C:12]([OH:14])=[O:13]. Product: [Br:18][C:15]1[C:11]([C:12]([OH:14])=[O:13])=[N:4][C:1]([CH3:2])=[N:3][CH:16]=1. The catalyst class is: 14. (4) Reactant: [O:1]1[CH2:5][CH2:4][CH:3]([CH2:6][C:7]2[N:12]=[CH:11][C:10]([C:13](OC)=[O:14])=[CH:9][CH:8]=2)[CH2:2]1.[H-].[H-].[H-].[H-].[Li+].[Al+3]. Product: [O:1]1[CH2:5][CH2:4][CH:3]([CH2:6][C:7]2[N:12]=[CH:11][C:10]([CH2:13][OH:14])=[CH:9][CH:8]=2)[CH2:2]1. The catalyst class is: 7.